From a dataset of NCI-60 drug combinations with 297,098 pairs across 59 cell lines. Regression. Given two drug SMILES strings and cell line genomic features, predict the synergy score measuring deviation from expected non-interaction effect. (1) Drug 1: CCC1=C2CN3C(=CC4=C(C3=O)COC(=O)C4(CC)O)C2=NC5=C1C=C(C=C5)O. Drug 2: CC1=C(C(=O)C2=C(C1=O)N3CC4C(C3(C2COC(=O)N)OC)N4)N. Cell line: COLO 205. Synergy scores: CSS=62.4, Synergy_ZIP=-0.531, Synergy_Bliss=-0.863, Synergy_Loewe=-2.48, Synergy_HSA=6.64. (2) Drug 1: CC12CCC(CC1=CCC3C2CCC4(C3CC=C4C5=CN=CC=C5)C)O. Drug 2: C1CCC(C1)C(CC#N)N2C=C(C=N2)C3=C4C=CNC4=NC=N3. Cell line: HT29. Synergy scores: CSS=5.39, Synergy_ZIP=0.553, Synergy_Bliss=4.86, Synergy_Loewe=-4.24, Synergy_HSA=-0.0732.